This data is from Reaction yield outcomes from USPTO patents with 853,638 reactions. The task is: Predict the reaction yield, written as a fraction of the theoretical maximum amount of product (1.0 means a 100% yield; for example, 0.34 means a 34% yield). (1) The reactants are [CH3:1][N:2]([CH3:21])[CH2:3][CH2:4][CH2:5][C:6]1[CH:10]=[C:9]([C:11]2[CH:16]=[CH:15][C:14]([O:17][CH3:18])=[CH:13][CH:12]=2)[NH:8][C:7]=1[CH:19]=[O:20].[I:22][CH3:23]. The catalyst is ClCCl. The product is [I-:22].[CH:19]([C:7]1[NH:8][C:9]([C:11]2[CH:16]=[CH:15][C:14]([O:17][CH3:18])=[CH:13][CH:12]=2)=[CH:10][C:6]=1[CH2:5][CH2:4][CH2:3][N+:2]([CH3:23])([CH3:1])[CH3:21])=[O:20]. The yield is 0.769. (2) The reactants are Cl[C:2]1[CH:3]=[C:4]2[C:9](=[N:10][CH:11]=1)[NH:8][C:7](=[O:12])[C:6]1[CH:13]=[CH:14][CH:15]=[CH:16][C:5]2=1.C([NH2:24])C1C=CC=CC=1.[CH:25]1(P([CH:25]2[CH2:30][CH2:29][CH2:28][CH2:27][CH2:26]2)C2C=CC=CC=2C2C(C(C)C)=CC(C(C)C)=CC=2C(C)C)[CH2:30][CH2:29][CH2:28][CH2:27][CH2:26]1.CC(C)([O-])C.[Na+]. The catalyst is O1CCOCC1.CO.C([O-])(=O)C.[Pd+2].C([O-])(=O)C. The product is [C:25]1([NH:24][C:2]2[CH:3]=[C:4]3[C:9](=[N:10][CH:11]=2)[NH:8][C:7](=[O:12])[C:6]2[CH:13]=[CH:14][CH:15]=[CH:16][C:5]3=2)[CH:30]=[CH:29][CH:28]=[CH:27][CH:26]=1. The yield is 0.290. (3) The reactants are [CH3:1][O:2][C:3]1[CH:4]=[C:5]2[C:10](=[CH:11][C:12]=1[O:13][CH2:14][CH2:15][CH2:16][N:17]1[CH2:22][CH2:21][CH2:20][CH2:19][CH2:18]1)[N:9]=[CH:8][NH:7][C:6]2=O.CN(C=O)C.S(Cl)([Cl:31])=O. No catalyst specified. The product is [Cl:31][C:6]1[C:5]2[C:10](=[CH:11][C:12]([O:13][CH2:14][CH2:15][CH2:16][N:17]3[CH2:22][CH2:21][CH2:20][CH2:19][CH2:18]3)=[C:3]([O:2][CH3:1])[CH:4]=2)[N:9]=[CH:8][N:7]=1. The yield is 0.760. (4) The catalyst is C(OCC)C. The product is [OH:15][CH2:14][CH2:13][NH:12][CH2:11][CH2:10][O:9][CH2:8][CH:16]([OH:4])[CH2:19][CH2:18][CH2:17][CH:20]([CH2:21][CH2:22][CH3:23])[CH2:27][CH2:28][CH3:29]. The yield is 0.900. The reactants are CC(C)([O-:4])C.[K+].C[C:8]1([CH3:16])[N:12]([CH2:13][CH2:14][OH:15])[CH2:11][CH2:10][O:9]1.[CH2:17]([CH:20]([CH2:27][CH2:28][CH3:29])[CH2:21][CH2:22][CH2:23]C1CO1)[CH2:18][CH3:19]. (5) The reactants are [O:1]1[CH:5]=[CH:4][CH:3]=[C:2]1[C:6]1[O:7][C:8]([CH3:33])=[C:9]([CH2:11][O:12][C:13]2[CH:30]=[CH:29][C:16]([CH2:17][O:18][C:19]3[C:23]([CH:24]=O)=[CH:22][N:21]([CH2:26][CH2:27][OH:28])[N:20]=3)=[CH:15][C:14]=2[O:31][CH3:32])[N:10]=1.[CH2:34]([P:43](=[O:50])([O:47][CH2:48][CH3:49])[O:44][CH2:45][CH3:46])P(=O)(OCC)OCC.CN(C)C=O.[H-].[Na+]. The catalyst is O. The product is [O:1]1[CH:5]=[CH:4][CH:3]=[C:2]1[C:6]1[O:7][C:8]([CH3:33])=[C:9]([CH2:11][O:12][C:13]2[CH:30]=[CH:29][C:16]([CH2:17][O:18][C:19]3[C:23](/[CH:24]=[CH:34]/[P:43](=[O:50])([O:44][CH2:45][CH3:46])[O:47][CH2:48][CH3:49])=[CH:22][N:21]([CH2:26][CH2:27][OH:28])[N:20]=3)=[CH:15][C:14]=2[O:31][CH3:32])[N:10]=1. The yield is 0.150. (6) The reactants are [H-].[Na+].[CH2:3]([O:5][C:6]([O:9][CH2:10][CH3:11])([OH:8])[CH3:7])[CH3:4].[CH2:12](Cl)[C:13](=[CH2:15])[CH3:14]. The catalyst is C1COCC1. The product is [CH2:3]([O:5][C:6]([O:8][CH2:14][C:13](=[CH2:12])[CH3:15])([O:9][CH2:10][CH3:11])[CH3:7])[CH3:4]. The yield is 0.900. (7) The reactants are CO[CH2:3][N:4]([CH2:20][Si](C)(C)C)[CH2:5][CH2:6][C:7]1[CH:12]=[CH:11][CH:10]=[CH:9][C:8]=1[N:13]1[CH2:18][CH2:17][CH2:16][CH2:15][C:14]1=[O:19].[CH:25]([C:27]1[S:28][CH:29]=[C:30]([CH3:32])[N:31]=1)=[CH2:26].[C:33]([OH:38])(=[O:37])[C:34]([OH:36])=[O:35]. The catalyst is ClCCl.C(O)(C(F)(F)F)=O.CC(C)=O. The product is [C:33]([OH:38])(=[O:37])[C:34]([OH:36])=[O:35].[CH3:32][C:30]1[N:31]=[C:27]([CH:25]2[CH2:26][CH2:20][N:4]([CH2:5][CH2:6][C:7]3[CH:12]=[CH:11][CH:10]=[CH:9][C:8]=3[N:13]3[CH2:18][CH2:17][CH2:16][CH2:15][C:14]3=[O:19])[CH2:3]2)[S:28][CH:29]=1. The yield is 0.470.